Regression. Given a peptide amino acid sequence and an MHC pseudo amino acid sequence, predict their binding affinity value. This is MHC class II binding data. From a dataset of Peptide-MHC class II binding affinity with 134,281 pairs from IEDB. (1) The peptide sequence is KVSDDITYVATATLP. The MHC is HLA-DPA10103-DPB10301 with pseudo-sequence HLA-DPA10103-DPB10301. The binding affinity (normalized) is 0.397. (2) The peptide sequence is YDKFLANVSMVLTGK. The MHC is DRB1_1602 with pseudo-sequence DRB1_1602. The binding affinity (normalized) is 0.765. (3) The peptide sequence is TFTVEKGSNEKHLAV. The MHC is DRB1_0301 with pseudo-sequence DRB1_0301. The binding affinity (normalized) is 0.104. (4) The peptide sequence is AQGKAFYEAVAKAHQ. The MHC is DRB4_0101 with pseudo-sequence DRB4_0103. The binding affinity (normalized) is 0.417. (5) The peptide sequence is IVIGIGDNALKINWY. The MHC is DRB1_0701 with pseudo-sequence DRB1_0701. The binding affinity (normalized) is 0.261. (6) The peptide sequence is SKLKAEATTDGLGWY. The MHC is HLA-DQA10104-DQB10503 with pseudo-sequence HLA-DQA10104-DQB10503. The binding affinity (normalized) is 0.197. (7) The peptide sequence is SKAYANMWSLMYFHK. The MHC is DRB3_0101 with pseudo-sequence DRB3_0101. The binding affinity (normalized) is 0.756. (8) The peptide sequence is AGGAGGVGAVGGKRG. The MHC is DRB1_1201 with pseudo-sequence DRB1_1201. The binding affinity (normalized) is 0. (9) The peptide sequence is SDDLELSWNLNGLQAY. The MHC is DRB1_0802 with pseudo-sequence DRB1_0802. The binding affinity (normalized) is 0.426.